This data is from Full USPTO retrosynthesis dataset with 1.9M reactions from patents (1976-2016). The task is: Predict the reactants needed to synthesize the given product. (1) Given the product [Cl:12][C:8]1[CH:7]=[C:6]2[C:11]([C:2]([C:27]3[CH:28]=[CH:29][C:24]([F:23])=[CH:25][CH:26]=3)=[C:3]([S:13]([C:16]3[CH:21]=[CH:20][C:19]([Cl:22])=[CH:18][CH:17]=3)(=[O:15])=[O:14])[CH:4]=[N:5]2)=[CH:10][CH:9]=1, predict the reactants needed to synthesize it. The reactants are: Br[C:2]1[C:11]2[C:6](=[CH:7][C:8]([Cl:12])=[CH:9][CH:10]=2)[N:5]=[CH:4][C:3]=1[S:13]([C:16]1[CH:21]=[CH:20][C:19]([Cl:22])=[CH:18][CH:17]=1)(=[O:15])=[O:14].[F:23][C:24]1[CH:29]=[CH:28][C:27](B(O)O)=[CH:26][CH:25]=1. (2) Given the product [CH:20]1([N:17]2[C:5]3[C:6]([O:8][C@@H:9]([C@@H:11]4[CH2:12][C:13](=[O:16])[NH:14][CH2:15]4)[CH3:10])=[N:7][C:2]([C:53]4[CH:61]=[C:60]5[C:56]([CH2:57][C:58](=[O:62])[NH:59]5)=[CH:55][CH:54]=4)=[CH:3][C:4]=3[N:19]=[CH:18]2)[CH2:22][CH2:21]1, predict the reactants needed to synthesize it. The reactants are: Cl[C:2]1[N:7]=[C:6]([O:8][C@@H:9]([C@H:11]2[CH2:15][NH:14][C:13](=[O:16])[CH2:12]2)[CH3:10])[C:5]2[N:17]([CH:20]3[CH2:22][CH2:21]3)[CH:18]=[N:19][C:4]=2[CH:3]=1.BrC1N=C(O[C@@H]([C@H]2CNC(=O)C2)C)C2N(C3CC3)C=NC=2C=1.CC1(C)C(C)(C)OB([C:53]2[CH:61]=[C:60]3[C:56]([CH2:57][C:58](=[O:62])[NH:59]3)=[CH:55][CH:54]=2)O1. (3) Given the product [ClH:28].[N:31]1([CH2:30][CH2:29][O:17][C:14]2[CH:15]=[C:16]3[C:11](=[CH:12][CH:13]=2)[O:10][C:9]([C:18]2[N:19]=[CH:20][C:21]4[N:22]([CH:24]=[CH:25][CH:26]=4)[CH:23]=2)=[CH:8][C:7]3=[N:6][OH:5])[CH:35]=[CH:34][N:33]=[CH:32]1, predict the reactants needed to synthesize it. The reactants are: C([O:5][N:6]=[C:7]1[C:16]2[C:11](=[CH:12][CH:13]=[C:14]([OH:17])[CH:15]=2)[O:10][C:9]([C:18]2[N:19]=[CH:20][C:21]3[N:22]([CH:24]=[CH:25][CH:26]=3)[CH:23]=2)=[CH:8]1)(C)(C)C.Cl.[Cl:28][CH2:29][CH2:30][N:31]1[CH:35]=[CH:34][N:33]=[CH:32]1.